This data is from Reaction yield outcomes from USPTO patents with 853,638 reactions. The task is: Predict the reaction yield, written as a fraction of the theoretical maximum amount of product (1.0 means a 100% yield; for example, 0.34 means a 34% yield). (1) The reactants are [OH:1][CH2:2][C:3]1[CH:4]=[CH:5][C:6]2[CH:10]=[C:9]([C:11]([OH:13])=O)[S:8][C:7]=2[CH:14]=1.C1CN([P+](Br)(N2[CH2:30][CH2:29][CH2:28]C2)N2CCCC2)CC1.F[P-](F)(F)(F)(F)F.C(O[CH2:44][CH2:45][O:46][NH2:47])C(C)C.CCN(C(C)C)C(C)C.CN([CH:60]=[O:61])C. The catalyst is O.CCOC(C)=O. The product is [CH2:60]([O:61][CH:45]([O:46][NH:47][C:11]([C:9]1[S:8][C:7]2[CH:14]=[C:3]([CH2:2][OH:1])[CH:4]=[CH:5][C:6]=2[CH:10]=1)=[O:13])[CH3:44])[CH:29]([CH3:28])[CH3:30]. The yield is 0.670. (2) The reactants are [CH:1]1([NH:6][C:7]2[N:12]3[N:13]=[C:14]([C:28]4[CH:29]=[C:30]([CH:33]=[CH:34][CH:35]=4)[C:31]#[N:32])[C:15]([C:16]4[CH:21]=[CH:20][N:19]=[C:18]([NH:22][CH:23]5[CH2:27][CH2:26][CH2:25][CH2:24]5)[N:17]=4)=[C:11]3[CH:10]=[CH:9][CH:8]=2)[CH2:5][CH2:4][CH2:3][CH2:2]1.[OH-:36].[NH4+].OO.O. The catalyst is CO. The product is [CH:1]1([NH:6][C:7]2[N:12]3[N:13]=[C:14]([C:28]4[CH:29]=[C:30]([CH:33]=[CH:34][CH:35]=4)[C:31]([NH2:32])=[O:36])[C:15]([C:16]4[CH:21]=[CH:20][N:19]=[C:18]([NH:22][CH:23]5[CH2:24][CH2:25][CH2:26][CH2:27]5)[N:17]=4)=[C:11]3[CH:10]=[CH:9][CH:8]=2)[CH2:2][CH2:3][CH2:4][CH2:5]1. The yield is 0.390. (3) The reactants are [Br:1][C:2]([CH3:7])([CH3:6])[C:3](Br)=[O:4].Cl.[CH2:9]([O:16][NH2:17])[C:10]1[CH:15]=[CH:14][CH:13]=[CH:12][CH:11]=1. The catalyst is CCOC(C)=O. The product is [Br:1][C:2]([CH3:7])([CH3:6])[C:3]([NH:17][O:16][CH2:9][C:10]1[CH:15]=[CH:14][CH:13]=[CH:12][CH:11]=1)=[O:4]. The yield is 0.870. (4) The reactants are [S:1]1[CH2:6][CH2:5][NH:4][C:3]2[CH:7]=[CH:8][CH:9]=[CH:10][C:2]1=2.[C:11]([N:18]1[CH2:22][CH2:21][C:20](=O)[CH2:19]1)([O:13][C:14]([CH3:17])([CH3:16])[CH3:15])=[O:12].C(O)(=O)C.C(O[BH-](OC(=O)C)OC(=O)C)(=O)C.[Na+]. The catalyst is ClCCCl. The product is [S:1]1[CH2:6][CH2:5][N:4]([CH:21]2[CH2:20][CH2:19][N:18]([C:11]([O:13][C:14]([CH3:17])([CH3:16])[CH3:15])=[O:12])[CH2:22]2)[C:3]2[CH:7]=[CH:8][CH:9]=[CH:10][C:2]1=2. The yield is 0.190. (5) The reactants are [Br:1]Br.[OH:3][C:4]1[CH:11]=[CH:10][C:7]([CH:8]=[O:9])=[CH:6][CH:5]=1. The catalyst is C(Cl)(Cl)Cl. The product is [Br:1][C:5]1[CH:6]=[C:7]([CH:10]=[CH:11][C:4]=1[OH:3])[CH:8]=[O:9]. The yield is 0.730. (6) The reactants are [F:1][C:2]1[CH:7]=[CH:6][CH:5]=[C:4]([F:8])[C:3]=1[N:9]1[C:14]2[N:15]=[C:16]([NH:29][CH2:30][CH2:31][N:32]([CH3:34])[CH3:33])[N:17]=[C:18]([C:19]3[CH:20]=[C:21]([CH:25]=[CH:26][C:27]=3[CH3:28])[C:22]([OH:24])=O)[C:13]=2[CH2:12][NH:11][C:10]1=[O:35].[CH3:36][C:37]([CH3:41])([CH3:40])[CH2:38][NH2:39].CN(C(ON1N=NC2C=CC=CC1=2)=[N+](C)C)C.F[P-](F)(F)(F)(F)F.C(N(CC)CC)C. The catalyst is ClCCl.CN(C=O)C. The product is [F:1][C:2]1[CH:7]=[CH:6][CH:5]=[C:4]([F:8])[C:3]=1[N:9]1[C:14]2[N:15]=[C:16]([NH:29][CH2:30][CH2:31][N:32]([CH3:34])[CH3:33])[N:17]=[C:18]([C:19]3[CH:20]=[C:21]([CH:25]=[CH:26][C:27]=3[CH3:28])[C:22]([NH:39][CH2:38][C:37]([CH3:41])([CH3:40])[CH3:36])=[O:24])[C:13]=2[CH2:12][NH:11][C:10]1=[O:35]. The yield is 0.440. (7) The reactants are [S:1]1[CH:5]=[CH:4][CH:3]=[C:2]1[CH2:6][C:7]#[N:8].Br[CH2:10][CH2:11]Cl. The catalyst is [Cl-].C([N+](CC)(CC)CC1C=CC=CC=1)C. The product is [S:1]1[CH:5]=[CH:4][CH:3]=[C:2]1[C:6]1([C:7]#[N:8])[CH2:11][CH2:10]1. The yield is 1.00.